This data is from Forward reaction prediction with 1.9M reactions from USPTO patents (1976-2016). The task is: Predict the product of the given reaction. (1) Given the reactants [C:1]([O:5][C:6](=[O:32])[NH:7][CH:8]1[CH2:13][CH2:12][N:11]([C:14]2[N:15]([CH3:31])[C:16](=[O:30])[C:17](Cl)=[C:18]([C:20]3[CH:25]=[CH:24][C:23]([C:26]#[N:27])=[C:22]([F:28])[CH:21]=3)[N:19]=2)[CH2:10][CH2:9]1)([CH3:4])([CH3:3])[CH3:2].[O:33]1[C:37]2[CH:38]=[CH:39][C:40](B(O)O)=[CH:41][C:36]=2[CH:35]=[CH:34]1.C([O-])([O-])=O.[Na+].[Na+], predict the reaction product. The product is: [C:1]([O:5][C:6](=[O:32])[NH:7][CH:8]1[CH2:13][CH2:12][N:11]([C:14]2[N:15]([CH3:31])[C:16](=[O:30])[C:17]([C:40]3[CH:41]=[CH:36][C:35]4[C:39]=3[CH:38]=[CH:37][O:33][CH:34]=4)=[C:18]([C:20]3[CH:25]=[CH:24][C:23]([C:26]#[N:27])=[C:22]([F:28])[CH:21]=3)[N:19]=2)[CH2:10][CH2:9]1)([CH3:4])([CH3:3])[CH3:2]. (2) Given the reactants [C:1]([S:5]([C:8]1[CH:9]=[C:10]2[C:15](=[CH:16][C:17]=1[F:18])[N:14]=[CH:13][N:12]=[C:11]2O)(=[O:7])=[O:6])([CH3:4])([CH3:3])[CH3:2].O=P(Cl)(Cl)[Cl:22].CCN(C(C)C)C(C)C.[Cl-].[CH3:35][C:36]1[C:37]([NH2:42])=[N:38][NH:39][C:40]=1[CH3:41], predict the reaction product. The product is: [ClH:22].[C:1]([S:5]([C:8]1[CH:9]=[C:10]2[C:15](=[CH:16][C:17]=1[F:18])[N:14]=[CH:13][N:12]=[C:11]2[NH:42][C:37]1[C:36]([CH3:35])=[C:40]([CH3:41])[NH:39][N:38]=1)(=[O:7])=[O:6])([CH3:4])([CH3:3])[CH3:2]. (3) The product is: [C:1]1([C@@:7]2([CH3:35])[C:11](=[O:12])[N:10]([C@@H:13]([CH2:17][CH:18]([CH3:19])[CH3:20])[C:14]([NH:106][C@H:107]([C:116]3[CH:121]=[CH:120][C:119]4[O:122][CH2:123][O:124][C:118]=4[CH:117]=3)[CH2:108][C:109]([OH:111])=[O:110])=[O:16])[C:9](=[O:21])[N:8]2[CH2:22][C:23]2[CH:24]=[CH:25][C:26]([C:29]3[CH:30]=[CH:31][CH:32]=[CH:33][CH:34]=3)=[CH:27][CH:28]=2)[CH:6]=[CH:5][CH:4]=[CH:3][CH:2]=1. Given the reactants [C:1]1([C@@:7]2([CH3:35])[C:11](=[O:12])[N:10]([C@@H:13]([CH2:17][CH:18]([CH3:20])[CH3:19])[C:14]([OH:16])=O)[C:9](=[O:21])[N:8]2[CH2:22][C:23]2[CH:28]=[CH:27][C:26]([C:29]3[CH:34]=[CH:33][CH:32]=[CH:31][CH:30]=3)=[CH:25][CH:24]=2)[CH:6]=[CH:5][CH:4]=[CH:3][CH:2]=1.BrC1C=CC([C@@]2(C)C(=O)N([C@@H](CC(C)C)C(OC(C)(C)C)=O)C(=O)N2)=CC=1.C1(C2C=CC(CBr)=CC=2)C=CC=CC=1.C1([C@@]2(C)C(=O)N([C@@H](CC(C)C)C([O-])=O)C(=O)N2CC2C=CC=CC=2)C=CC=CC=1.[NH2:106][C@H:107]([C:116]1[CH:121]=[CH:120][C:119]2[O:122][CH2:123][O:124][C:118]=2[CH:117]=1)[CH2:108][C:109]([O:111]C(C)(C)C)=[O:110].FC(F)(F)C(O)=O, predict the reaction product. (4) Given the reactants [C:1]1([CH2:7][C:8]([C:10]2[CH:15]=[CH:14][C:13]([CH3:16])=[CH:12][CH:11]=2)=O)[CH:6]=[CH:5][CH:4]=[CH:3][CH:2]=1.[Li+].C[Si]([N-][Si](C)(C)C)(C)C.[N:27]1([C:36](=O)[CH2:37][CH2:38][S:39][CH3:40])C2C=CC=CC=2N=[N:28]1.O.NN, predict the reaction product. The product is: [CH3:40][S:39][CH2:38][CH2:37][C:36]1[NH:27][N:28]=[C:8]([C:10]2[CH:15]=[CH:14][C:13]([CH3:16])=[CH:12][CH:11]=2)[C:7]=1[C:1]1[CH:6]=[CH:5][CH:4]=[CH:3][CH:2]=1. (5) Given the reactants [CH3:1][O:2][C:3]1[CH:8]=[CH:7][C:6]([C:9](=[O:27])[C:10](=[CH:14][C:15]2[CH:16]=[CH:17][CH:18]=[C:19]3[C:24]=2[O:23][C:22]([CH3:25])=[CH:21][C:20]3=[O:26])[C:11](=O)[CH3:12])=[CH:5][CH:4]=1.[NH2:28]/[C:29](/[CH3:36])=[CH:30]\[C:31]([O:33][CH2:34][CH3:35])=[O:32], predict the reaction product. The product is: [CH3:1][O:2][C:3]1[CH:4]=[CH:5][C:6]([C:9]([C:10]2[CH:14]([C:15]3[CH:16]=[CH:17][CH:18]=[C:19]4[C:24]=3[O:23][C:22]([CH3:25])=[CH:21][C:20]4=[O:26])[C:30]([C:31]([O:33][CH2:34][CH3:35])=[O:32])=[C:29]([CH3:36])[NH:28][C:11]=2[CH3:12])=[O:27])=[CH:7][CH:8]=1. (6) Given the reactants O.[NH2:2][NH2:3].[C:4]([C:6]([CH3:12])([CH3:11])[C:7](OC)=[O:8])#[N:5], predict the reaction product. The product is: [C:4]([C:6]([CH3:12])([CH3:11])[C:7]([NH:2][NH2:3])=[O:8])#[N:5]. (7) Given the reactants [Br:1][C:2]1[CH:7]=[CH:6][N:5]=[C:4]([CH:8]=O)[CH:3]=1.C(O)(=O)[CH2:11][C:12]([OH:14])=[O:13].N1CCCCC1, predict the reaction product. The product is: [Br:1][C:2]1[CH:7]=[CH:6][N:5]=[C:4]([CH:8]=[CH:11][C:12]([OH:14])=[O:13])[CH:3]=1.